This data is from Reaction yield outcomes from USPTO patents with 853,638 reactions. The task is: Predict the reaction yield, written as a fraction of the theoretical maximum amount of product (1.0 means a 100% yield; for example, 0.34 means a 34% yield). (1) The reactants are [CH3:1][NH2:2].[O:3]=[C:4]1[NH:9][C:8]2[CH:10]=[C:11]([C:14]([N:16]3[C:21]4[CH:22]=[CH:23][CH:24]=[CH:25][C:20]=4[O:19][CH2:18][CH:17]3[CH2:26][C:27](OCC)=[O:28])=[O:15])[CH:12]=[CH:13][C:7]=2[O:6][CH2:5]1. The catalyst is CO. The product is [CH3:1][NH:2][C:27](=[O:28])[CH2:26][CH:17]1[N:16]([C:14]([C:11]2[CH:12]=[CH:13][C:7]3[O:6][CH2:5][C:4](=[O:3])[NH:9][C:8]=3[CH:10]=2)=[O:15])[C:21]2[CH:22]=[CH:23][CH:24]=[CH:25][C:20]=2[O:19][CH2:18]1. The yield is 1.00. (2) The reactants are Cl.[C:2]1([CH:8]2[CH2:13][CH2:12][N:11]([CH2:14][C:15]3[S:19][C:18]([NH2:20])=[N:17][CH:16]=3)[CH2:10][CH2:9]2)[CH:7]=[CH:6][CH:5]=[CH:4][CH:3]=1.N1C=CC=CC=1.[C:27](Cl)(=[O:29])[CH3:28]. The catalyst is C(Cl)Cl. The product is [C:2]1([CH:8]2[CH2:9][CH2:10][N:11]([CH2:14][C:15]3[S:19][C:18]([NH:20][C:27](=[O:29])[CH3:28])=[N:17][CH:16]=3)[CH2:12][CH2:13]2)[CH:3]=[CH:4][CH:5]=[CH:6][CH:7]=1. The yield is 0.538. (3) The reactants are [C:1](N1C=CC=CC1=O)(N1C=CC=CC1=O)=[S:2].[Br:17][C:18]1[CH:27]=[C:26]2[C:21]([CH:22]=[C:23]([NH2:28])[N:24]=[CH:25]2)=[CH:20][CH:19]=1.BrC1C=CC=C2C=1C=C(N)N=C2. The catalyst is ClCCl. The product is [Br:17][C:18]1[CH:27]=[C:26]2[C:21]([CH:22]=[C:23]([N:28]=[C:1]=[S:2])[N:24]=[CH:25]2)=[CH:20][CH:19]=1. The yield is 0.220. (4) The catalyst is ClCCl.N1C=CC=CC=1. The product is [F:1][C:2]1[C:7]([F:8])=[CH:6][CH:5]=[CH:4][C:3]=1[CH2:9][C:10]1[O:12][N:26]=[C:20]([C:21]([O:23][CH2:24][CH3:25])=[O:22])[N:19]=1. The yield is 0.0800. The reactants are [F:1][C:2]1[C:7]([F:8])=[CH:6][CH:5]=[CH:4][C:3]=1[CH2:9][C:10]([OH:12])=O.C(Cl)(=O)C(Cl)=O.[NH2:19][C:20](=[N:26]O)[C:21]([O:23][CH2:24][CH3:25])=[O:22].C(N(CC)C(C)C)(C)C. (5) The reactants are [CH3:1][O:2][C:3]1[CH:4]=[C:5]([O:18][S:19]([CH3:22])(=[O:21])=[O:20])[CH:6]=[C:7](B2OC(C)(C)C(C)(C)O2)[CH:8]=1.N1C=CC=CC=1.CS([Cl:33])(=O)=O. The catalyst is ClCCl. The product is [Cl:33][C:7]1[CH:6]=[C:5]([O:18][S:19]([CH3:22])(=[O:21])=[O:20])[CH:4]=[C:3]([O:2][CH3:1])[CH:8]=1. The yield is 0.380. (6) The reactants are [OH-].[Na+].[CH3:3][C@:4]1([CH2:36][OH:37])[O:32][C@@H:8]([O:9][C:10]2[CH:15]=[C:14]([CH2:16][O:17][CH:18]3[CH2:22][CH2:21][CH2:20][O:19]3)[CH:13]=[CH:12][C:11]=2[CH2:23][C:24]2[CH:29]=[CH:28][C:27]([CH2:30][CH3:31])=[CH:26][CH:25]=2)[C@H:7]([OH:33])[C@@H:6]([OH:34])[C@@H:5]1[OH:35].N1C(C)=CC(C)=C[C:39]=1[CH3:46].[OH:47]N1C2C=CC=CC=2N=N1.Cl.[C:58]([O:61][CH2:62][CH3:63])(=[O:60])[CH3:59]. The catalyst is C(O)C.ClCCl.[Cl-].[Na+].O.C(=O)([O-])O.[Na+]. The product is [CH3:3][C@:4]1([CH2:36][O:37][C:63](=[O:47])[CH2:62][O:61][CH:58]2[CH2:59][CH2:46][CH2:39][O:60]2)[O:32][C@@H:8]([O:9][C:10]2[CH:15]=[C:14]([CH2:16][O:17][CH:18]3[CH2:22][CH2:21][CH2:20][O:19]3)[CH:13]=[CH:12][C:11]=2[CH2:23][C:24]2[CH:29]=[CH:28][C:27]([CH2:30][CH3:31])=[CH:26][CH:25]=2)[C@H:7]([OH:33])[C@@H:6]([OH:34])[C@@H:5]1[OH:35]. The yield is 0.520. (7) The reactants are O.[OH-].[Li+].[CH3:4][O:5][C:6]1[CH:11]=[CH:10][CH:9]=[C:8]([O:12][CH3:13])[C:7]=1[C:14]1[N:18]([CH2:19][CH:20]([CH3:22])[CH3:21])[N:17]=[C:16]([C:23]([O:25]CC)=[O:24])[CH:15]=1. The catalyst is O.CO.C1COCC1. The product is [CH3:13][O:12][C:8]1[CH:9]=[CH:10][CH:11]=[C:6]([O:5][CH3:4])[C:7]=1[C:14]1[N:18]([CH2:19][CH:20]([CH3:21])[CH3:22])[N:17]=[C:16]([C:23]([OH:25])=[O:24])[CH:15]=1. The yield is 0.960. (8) The reactants are C(N(CC)CC)C.Br[C:9]1[N:10]=[C:11]([N:20]([CH:28]2[CH2:30][CH2:29]2)[C:21](=[O:27])[O:22][C:23]([CH3:26])([CH3:25])[CH3:24])[C:12]2[N:13]([C:15]([CH:18]=[O:19])=[CH:16][N:17]=2)[CH:14]=1.[CH3:31][Si:32]([C:35]#[CH:36])([CH3:34])[CH3:33]. The catalyst is CN(C=O)C.CCOC(C)=O.C1C=CC([P]([Pd]([P](C2C=CC=CC=2)(C2C=CC=CC=2)C2C=CC=CC=2)([P](C2C=CC=CC=2)(C2C=CC=CC=2)C2C=CC=CC=2)[P](C2C=CC=CC=2)(C2C=CC=CC=2)C2C=CC=CC=2)(C2C=CC=CC=2)C2C=CC=CC=2)=CC=1.[Cu]I. The product is [CH:28]1([N:20]([C:11]2[C:12]3[N:13]([C:15]([CH:18]=[O:19])=[CH:16][N:17]=3)[CH:14]=[C:9]([C:36]#[C:35][Si:32]([CH3:34])([CH3:33])[CH3:31])[N:10]=2)[C:21](=[O:27])[O:22][C:23]([CH3:26])([CH3:25])[CH3:24])[CH2:30][CH2:29]1. The yield is 0.710. (9) The reactants are [F:1][C:2]1([F:27])[CH2:26][CH2:25][C:5]2([CH2:9][N:8](C(OCC3C=CC=CC=3)=O)[C@H:7]([C:20]([O:22][CH2:23][CH3:24])=[O:21])[CH2:6]2)[CH2:4][CH2:3]1. The catalyst is C(O)C.[OH-].[OH-].[Pd+2]. The product is [F:27][C:2]1([F:1])[CH2:26][CH2:25][C:5]2([CH2:9][NH:8][C@H:7]([C:20]([O:22][CH2:23][CH3:24])=[O:21])[CH2:6]2)[CH2:4][CH2:3]1. The yield is 0.930. (10) The yield is 0.460. The product is [Br:13][C:14]1[CH:19]=[C:18]([N+:20]([O-:22])=[O:21])[CH:17]=[C:16]([Br:23])[C:15]=1[CH:10]([C:7]1[CH:8]=[CH:9][C:4]([Cl:3])=[CH:5][CH:6]=1)[C:11]#[N:12]. The catalyst is CN(C=O)C.O. The reactants are [H-].[Na+].[Cl:3][C:4]1[CH:9]=[CH:8][C:7]([CH2:10][C:11]#[N:12])=[CH:6][CH:5]=1.[Br:13][C:14]1[CH:19]=[C:18]([N+:20]([O-:22])=[O:21])[CH:17]=[C:16]([Br:23])[C:15]=1OC.Cl.